Dataset: Reaction yield outcomes from USPTO patents with 853,638 reactions. Task: Predict the reaction yield, written as a fraction of the theoretical maximum amount of product (1.0 means a 100% yield; for example, 0.34 means a 34% yield). (1) The reactants are [CH2:1]([CH:3]([C:6]1[C:7]2[N:8]([C:13](I)=[C:14]([CH3:16])[N:15]=2)[N:9]=[C:10]([CH3:12])[CH:11]=1)[CH2:4][CH3:5])[CH3:2].[CH2:18]([CH:20]([C:23]1[C:24]2[N:25]([CH:30]=[C:31]([CH3:33])[N:32]=2)[N:26]=[C:27]([CH3:29])[CH:28]=1)[CH2:21][CH3:22])[CH3:19]. No catalyst specified. The product is [CH2:1]([CH:3]([C:6]1[C:7]2[N:8]([C:13]([C:30]3[N:25]4[N:26]=[C:27]([CH3:29])[CH:28]=[C:23]([CH:20]([CH2:18][CH3:19])[CH2:21][CH3:22])[C:24]4=[N:32][C:31]=3[CH3:33])=[C:14]([CH3:16])[N:15]=2)[N:9]=[C:10]([CH3:12])[CH:11]=1)[CH2:4][CH3:5])[CH3:2]. The yield is 0.430. (2) The reactants are [CH3:1][NH:2][C:3]([NH:5][CH2:6][C:7]1[CH:15]=[CH:14][C:10]([C:11]([OH:13])=O)=[CH:9][CH:8]=1)=[O:4].Cl.[CH2:17]([O:19][CH2:20][C@@H:21]1[CH2:26][CH2:25][CH2:24][N:23]([CH2:27][C@H:28]2[CH2:33][CH2:32][CH2:31][CH2:30][C@@H:29]2[NH2:34])[CH2:22]1)[CH3:18].CN(C(ON1N=NC2C=CC=NC1=2)=[N+](C)C)C.F[P-](F)(F)(F)(F)F.C(N(C(C)C)CC)(C)C. The catalyst is CN(C=O)C. The product is [CH2:17]([O:19][CH2:20][C@@H:21]1[CH2:26][CH2:25][CH2:24][N:23]([CH2:27][C@H:28]2[CH2:33][CH2:32][CH2:31][CH2:30][C@@H:29]2[NH:34][C:11](=[O:13])[C:10]2[CH:9]=[CH:8][C:7]([CH2:6][NH:5][C:3]([NH:2][CH3:1])=[O:4])=[CH:15][CH:14]=2)[CH2:22]1)[CH3:18]. The yield is 0.470. (3) The reactants are [NH2:1][C:2]1[CH:3]=[C:4]([CH2:12][OH:13])[CH:5]=[C:6]([O:9][CH2:10][CH3:11])[C:7]=1[I:8]. The catalyst is ClCCl.O=[Mn]=O. The product is [NH2:1][C:2]1[C:7]([I:8])=[C:6]([O:9][CH2:10][CH3:11])[CH:5]=[C:4]([CH:3]=1)[CH:12]=[O:13]. The yield is 0.600. (4) The reactants are [Li+].C[Si]([N-][Si](C)(C)C)(C)C.[O:11]1[CH2:15][CH2:14][O:13][CH:12]1[C:16]1[CH:17]=[C:18]([C:23]2[N:28]=[C:27]([CH3:29])[N:26]=[C:25]([S:30][CH3:31])[N:24]=2)[C:19](F)=[N:20][CH:21]=1.[NH2:32][C:33]1[CH:34]=[CH:35][C:36]([O:39][CH3:40])=[N:37][CH:38]=1.C1COCC1. The catalyst is [NH4+].[Cl-].O.C(OCC)(=O)C. The product is [O:11]1[CH2:15][CH2:14][O:13][CH:12]1[C:16]1[CH:17]=[C:18]([C:23]2[N:28]=[C:27]([CH3:29])[N:26]=[C:25]([S:30][CH3:31])[N:24]=2)[C:19]([NH:32][C:33]2[CH:38]=[N:37][C:36]([O:39][CH3:40])=[CH:35][CH:34]=2)=[N:20][CH:21]=1. The yield is 0.0615.